This data is from Full USPTO retrosynthesis dataset with 1.9M reactions from patents (1976-2016). The task is: Predict the reactants needed to synthesize the given product. The reactants are: CC1(C)C(C)(C)OB([C:9]2[CH:17]=[C:16]([C:18]([F:21])([F:20])[F:19])[CH:15]=[C:14]3[C:10]=2[CH:11]=[N:12][NH:13]3)O1.Br[C:24]1[N:28]2[N:29]=[C:30]([C:33]([O:35]C)=[O:34])[CH:31]=[CH:32][C:27]2=[N:26][CH:25]=1. Given the product [F:21][C:18]([F:19])([F:20])[C:16]1[CH:15]=[C:14]2[C:10]([CH:11]=[N:12][NH:13]2)=[C:9]([C:24]2[N:28]3[N:29]=[C:30]([C:33]([OH:35])=[O:34])[CH:31]=[CH:32][C:27]3=[N:26][CH:25]=2)[CH:17]=1, predict the reactants needed to synthesize it.